This data is from Full USPTO retrosynthesis dataset with 1.9M reactions from patents (1976-2016). The task is: Predict the reactants needed to synthesize the given product. (1) Given the product [Br:1][C:2]1[CH:16]=[CH:15][C:5]([C:6]([C:7]2[CH:14]=[CH:13][C:10]([C:11]#[N:12])=[CH:9][CH:8]=2)=[O:18])=[CH:4][C:3]=1[CH3:17], predict the reactants needed to synthesize it. The reactants are: [Br:1][C:2]1[CH:16]=[CH:15][C:5]([CH2:6][C:7]2[CH:14]=[CH:13][C:10]([C:11]#[N:12])=[CH:9][CH:8]=2)=[CH:4][C:3]=1[CH3:17].[OH2:18]. (2) Given the product [CH3:32][C:33]1[CH:34]=[C:35]([CH:45]=[CH:46][C:47]=1[CH3:48])[O:36][C:37]1[CH:44]=[CH:43][C:40]([CH2:41][NH:42][C:4](=[O:6])[C:3]2[CH:7]=[CH:8][CH:9]=[N:10][C:2]=2[NH2:1])=[CH:39][CH:38]=1, predict the reactants needed to synthesize it. The reactants are: [NH2:1][C:2]1[N:10]=[CH:9][CH:8]=[CH:7][C:3]=1[C:4]([OH:6])=O.ON1C2C=CC=CC=2N=N1.CCN=C=NCCCN(C)C.[CH3:32][C:33]1[CH:34]=[C:35]([CH:45]=[CH:46][C:47]=1[CH3:48])[O:36][C:37]1[CH:44]=[CH:43][C:40]([CH2:41][NH2:42])=[CH:39][CH:38]=1.C(=O)(O)[O-].[Na+].